From a dataset of Full USPTO retrosynthesis dataset with 1.9M reactions from patents (1976-2016). Predict the reactants needed to synthesize the given product. (1) Given the product [Cl:14][C:15]1[CH:16]=[N:17][CH:18]=[C:19]([Cl:23])[C:20]=1/[CH:21]=[N:13]/[NH:12][C:10](=[O:11])[CH2:9][NH:8][C:4]1[CH:5]=[CH:6][CH:7]=[C:2]([Cl:1])[CH:3]=1, predict the reactants needed to synthesize it. The reactants are: [Cl:1][C:2]1[CH:3]=[C:4]([NH:8][CH2:9][C:10]([NH:12][NH2:13])=[O:11])[CH:5]=[CH:6][CH:7]=1.[Cl:14][C:15]1[CH:16]=[N:17][CH:18]=[C:19]([Cl:23])[C:20]=1[CH:21]=O. (2) The reactants are: [NH2:1][CH:2]([C:10]1[C:11]([O:18][CH3:19])=[N:12][CH:13]=[N:14][C:15]=1[O:16][CH3:17])[CH2:3][CH2:4][CH2:5][C:6]([O:8]C)=O.[CH3:20][C:21]1[S:22][CH:23]=[C:24]([C:26]2[CH:27]=[C:28]([CH:31]=[CH:32][CH:33]=2)[CH:29]=O)[N:25]=1. Given the product [CH3:19][O:18][C:11]1[C:10]([CH:2]2[N:1]([CH2:29][C:28]3[CH:31]=[CH:32][CH:33]=[C:26]([C:24]4[N:25]=[C:21]([CH3:20])[S:22][CH:23]=4)[CH:27]=3)[C:6](=[O:8])[CH2:5][CH2:4][CH2:3]2)=[C:15]([O:16][CH3:17])[N:14]=[CH:13][N:12]=1, predict the reactants needed to synthesize it. (3) Given the product [C:14]([N:1]1[C:9]2[C:4](=[CH:5][CH:6]=[C:7]([S:10]([OH:13])(=[O:11])=[O:12])[CH:8]=2)[CH2:3][CH2:2]1)(=[O:16])[CH3:15], predict the reactants needed to synthesize it. The reactants are: [NH:1]1[C:9]2[C:4](=[CH:5][CH:6]=[C:7]([S:10]([OH:13])(=[O:12])=[O:11])[CH:8]=2)[CH2:3][CH2:2]1.[C:14](OC(=O)C)(=[O:16])[CH3:15].N1C=CC=CC=1.